Dataset: Forward reaction prediction with 1.9M reactions from USPTO patents (1976-2016). Task: Predict the product of the given reaction. (1) Given the reactants [CH3:1][N:2]1[CH:6]=[CH:5][C:4]([C:7]2[CH:14]=[CH:13][C:10]([CH:11]=O)=[CH:9][CH:8]=2)=[N:3]1.N1(C2C=C[C:23]([CH:24]=[O:25])=CC=2)C=CC=N1, predict the reaction product. The product is: [CH3:1][N:2]1[CH:6]=[CH:5][C:4]([C:7]2[CH:14]=[CH:13][C:10]([CH:11]=[CH:23][CH:24]=[O:25])=[CH:9][CH:8]=2)=[N:3]1. (2) Given the reactants CN(C)C=[CH:4][C:5](=[O:13])[C:6](=[CH:9][N:10](C)[CH3:11])[C:7]#[N:8].C([O-])(=O)C.[NH4+], predict the reaction product. The product is: [OH:13][C:5]1[C:6]([C:7]#[N:8])=[CH:9][N:10]=[CH:11][CH:4]=1. (3) The product is: [CH3:1][S:2]([O:5][C:6]1[CH:11]=[CH:10][C:9]([C@H:12]([OH:13])[CH2:14][NH:22][CH2:15][C:16]2[CH:21]=[CH:20][CH:19]=[CH:18][CH:17]=2)=[CH:8][CH:7]=1)(=[O:4])=[O:3]. Given the reactants [CH3:1][S:2]([O:5][C:6]1[CH:11]=[CH:10][C:9]([C@H:12]2[CH2:14][O:13]2)=[CH:8][CH:7]=1)(=[O:4])=[O:3].[CH2:15]([NH2:22])[C:16]1[CH:21]=[CH:20][CH:19]=[CH:18][CH:17]=1, predict the reaction product. (4) The product is: [OH:32][CH2:33][CH2:34][CH2:35][C:36]1[CH:37]=[C:38]2[C:42](=[CH:43][CH:44]=1)[C:41](=[C:3]1[C:4]3[C:9](=[CH:8][CH:7]=[CH:6][CH:5]=3)[NH:1][C:2]1=[O:10])[O:40][CH2:39]2. Given the reactants [NH:1]1[C:9]2[C:4](=[CH:5][CH:6]=[CH:7][CH:8]=2)[CH2:3][C:2]1=[O:10].[Li+].C[Si]([N-][Si](C)(C)C)(C)C.C1COCC1.O1CCCCC1[O:32][CH2:33][CH2:34][CH2:35][C:36]1[CH:37]=[C:38]2[C:42](=[CH:43][CH:44]=1)[C:41](=O)[O:40][CH2:39]2.Cl, predict the reaction product. (5) The product is: [CH2:68]([NH:72][C:20](=[O:22])[C:19]1[CH:23]=[CH:24][CH:25]=[C:17]([C:16]2[N:11]3[N:10]=[CH:9][C:8]([C:6]([C:2]4[S:1][CH:5]=[CH:4][CH:3]=4)=[O:7])=[C:12]3[N:13]=[CH:14][CH:15]=2)[CH:18]=1)[CH:69]([CH3:71])[CH3:70]. Given the reactants [S:1]1[CH:5]=[CH:4][CH:3]=[C:2]1[C:6]([C:8]1[CH:9]=[N:10][N:11]2[C:16]([C:17]3[CH:18]=[C:19]([CH:23]=[CH:24][CH:25]=3)[C:20]([OH:22])=O)=[CH:15][CH:14]=[N:13][C:12]=12)=[O:7].C(N(C(C)C)CC)(C)C.F[P-](F)(F)(F)(F)F.N1(O[P+](N2CCCC2)(N2CCCC2)N2CCCC2)C2C=CC=CC=2N=N1.[CH2:68]([NH2:72])[CH:69]([CH3:71])[CH3:70], predict the reaction product. (6) Given the reactants [Cl:1][C:2]1[C:11]2[C:6](=[CH:7][C:8]([O:19][CH2:20][CH2:21][N:22]3[CH2:26][CH2:25][CH2:24][CH2:23]3)=[CH:9][C:10]=2[N:12]2[CH2:17][CH2:16][N:15]([CH3:18])[CH2:14][CH2:13]2)[N:5]=[CH:4][N:3]=1.[CH2:27]1[O:36][C:35]2[C:29](=[C:30]([CH:32]=[CH:33][CH:34]=2)[NH2:31])[O:28]1.[ClH:37], predict the reaction product. The product is: [ClH:1].[ClH:37].[ClH:1].[CH2:27]1[O:36][C:35]2[C:29](=[C:30]([CH:32]=[CH:33][CH:34]=2)[NH:31][C:2]2[C:11]3[C:6](=[CH:7][C:8]([O:19][CH2:20][CH2:21][N:22]4[CH2:23][CH2:24][CH2:25][CH2:26]4)=[CH:9][C:10]=3[N:12]3[CH2:17][CH2:16][N:15]([CH3:18])[CH2:14][CH2:13]3)[N:5]=[CH:4][N:3]=2)[O:28]1. (7) Given the reactants Br[C:2]1[C:3]2[S:9][CH:8]=[C:7](Br)[C:4]=2[S:5][CH:6]=1.[CH2:11]([C:13]1[S:17][C:16]([Sn](C)(C)C)=[CH:15][CH:14]=1)[CH3:12], predict the reaction product. The product is: [CH2:11]([C:13]1[S:17][C:16]([C:2]2[C:3]3[S:9][CH:8]=[C:7]([C:6]4[S:5][C:4]([CH2:7][CH3:8])=[CH:3][CH:2]=4)[C:4]=3[S:5][CH:6]=2)=[CH:15][CH:14]=1)[CH3:12]. (8) Given the reactants C(OC([N:8]1[CH2:13][CH2:12][CH:11]([C:14]2[NH:15][C:16]([C:22]3[CH:27]=[CH:26][N:25]=[C:24](/[CH:28]=[CH:29]/[C:30]4[CH:35]=[CH:34][CH:33]=[CH:32][CH:31]=4)[CH:23]=3)=[CH:17][C:18]=2[C:19](O)=[O:20])[CH2:10][CH2:9]1)=O)(C)(C)C.[CH2:36]([NH2:43])[C:37]1[CH:42]=[CH:41][CH:40]=[CH:39][CH:38]=1, predict the reaction product. The product is: [CH2:36]([NH:43][C:19]([C:18]1[CH:17]=[C:16]([C:22]2[CH:27]=[CH:26][N:25]=[C:24](/[CH:28]=[CH:29]/[C:30]3[CH:35]=[CH:34][CH:33]=[CH:32][CH:31]=3)[CH:23]=2)[NH:15][C:14]=1[CH:11]1[CH2:12][CH2:13][NH:8][CH2:9][CH2:10]1)=[O:20])[C:37]1[CH:42]=[CH:41][CH:40]=[CH:39][CH:38]=1.